From a dataset of Reaction yield outcomes from USPTO patents with 853,638 reactions. Predict the reaction yield, written as a fraction of the theoretical maximum amount of product (1.0 means a 100% yield; for example, 0.34 means a 34% yield). The reactants are CCN(C(C)C)C(C)C.[CH:10]1([N:15]2[CH:19]=[C:18]([C:20]([OH:22])=O)[N:17]=[N:16]2)[CH2:14][CH2:13][CH2:12][CH2:11]1.C1C=CC2N(O)N=NC=2C=1.CCN=C=NCCCN(C)C.Cl.[NH2:45][CH2:46][C:47]([N:49]1[CH2:54][CH2:53][N:52]([C:55](=[O:64])[C:56]2[CH:61]=[C:60]([F:62])[CH:59]=[CH:58][C:57]=2[Cl:63])[CH2:51][CH2:50]1)=[O:48].ClC1C=CC(F)=CC=1C(O)=O. The catalyst is CN(C=O)C.O. The product is [Cl:63][C:57]1[CH:58]=[CH:59][C:60]([F:62])=[CH:61][C:56]=1[C:55]([N:52]1[CH2:51][CH2:50][N:49]([C:47](=[O:48])[CH2:46][NH:45][C:20]([C:18]2[N:17]=[N:16][N:15]([CH:10]3[CH2:11][CH2:12][CH2:13][CH2:14]3)[CH:19]=2)=[O:22])[CH2:54][CH2:53]1)=[O:64]. The yield is 0.670.